From a dataset of Catalyst prediction with 721,799 reactions and 888 catalyst types from USPTO. Predict which catalyst facilitates the given reaction. Reactant: [CH3:1][O:2][C:3](=[O:8])[C@H:4]([OH:7])[CH2:5][CH3:6].N1C=CC=CC=1.[S:15](O[S:15]([C:18]([F:21])([F:20])[F:19])(=[O:17])=[O:16])([C:18]([F:21])([F:20])[F:19])(=[O:17])=[O:16].O. Product: [CH3:1][O:2][C:3](=[O:8])[C@H:4]([O:7][S:15]([C:18]([F:21])([F:20])[F:19])(=[O:17])=[O:16])[CH2:5][CH3:6]. The catalyst class is: 4.